Dataset: Full USPTO retrosynthesis dataset with 1.9M reactions from patents (1976-2016). Task: Predict the reactants needed to synthesize the given product. (1) Given the product [ClH:3].[CH3:22][N:20]([CH3:21])[C:11]1([C:14]2[CH:15]=[CH:16][CH:17]=[CH:18][CH:19]=2)[CH2:12][CH2:13][CH:8]([CH2:7][C:6]([OH:23])=[O:5])[CH2:9][CH2:10]1, predict the reactants needed to synthesize it. The reactants are: [OH-].[K+].[ClH:3].C[O:5][C:6](=[O:23])[CH2:7][CH:8]1[CH2:13][CH2:12][C:11]([N:20]([CH3:22])[CH3:21])([C:14]2[CH:19]=[CH:18][CH:17]=[CH:16][CH:15]=2)[CH2:10][CH2:9]1.Cl. (2) Given the product [N:12]1([CH:3]2[C:4]3[C:9](=[CH:8][CH:7]=[CH:6][CH:5]=3)[NH:1][C:2]2=[CH2:17])[CH2:16][CH2:15][CH2:14][CH2:13]1, predict the reactants needed to synthesize it. The reactants are: [NH:1]1[C:9]2[C:4](=[CH:5][CH:6]=[CH:7][CH:8]=2)[C:3](C=O)=[CH:2]1.[NH:12]1[CH2:16][CH2:15][CH2:14][CH2:13]1.[C:17]1(C)C=CC=CC=1.